Dataset: Full USPTO retrosynthesis dataset with 1.9M reactions from patents (1976-2016). Task: Predict the reactants needed to synthesize the given product. (1) Given the product [C:25]([C:22]1[CH:21]=[CH:20][C:19]([CH2:18][O:17][C:13]2[CH:14]=[CH:15][CH:16]=[C:7]([CH2:6][CH2:5][SH:4])[C:8]=2[C:9]([OH:11])=[O:10])=[CH:24][CH:23]=1)([OH:27])=[O:26], predict the reactants needed to synthesize it. The reactants are: C([S:4][CH2:5][CH2:6][C:7]1[CH:16]=[CH:15][CH:14]=[C:13]([O:17][CH2:18][C:19]2[CH:24]=[CH:23][C:22]([C:25]([O:27]C)=[O:26])=[CH:21][CH:20]=2)[C:8]=1[C:9]([O:11]C)=[O:10])(=O)C.[OH-].[K+]. (2) Given the product [Cl:22][C:23]1[CH:24]=[C:25]([NH:41][C:19]2[C:20]3[N:12]([CH2:11][CH2:10][OH:9])[CH:13]=[CH:14][C:15]=3[N:16]=[CH:17][N:18]=2)[CH:26]=[N:27][C:28]=1[O:29][C:30]1[CH:35]=[CH:34][CH:33]=[C:32]([O:36][C:37]([F:38])([F:39])[F:40])[CH:31]=1, predict the reactants needed to synthesize it. The reactants are: C([O:9][CH2:10][CH2:11][N:12]1[C:20]2[C:19](Cl)=[N:18][CH:17]=[N:16][C:15]=2[CH:14]=[CH:13]1)(=O)C1C=CC=CC=1.[Cl:22][C:23]1[CH:24]=[C:25]([NH2:41])[CH:26]=[N:27][C:28]=1[O:29][C:30]1[CH:35]=[CH:34][CH:33]=[C:32]([O:36][C:37]([F:40])([F:39])[F:38])[CH:31]=1.[OH-].[Na+].O. (3) Given the product [CH3:39][O:38][C:36]([C:33]1[CH:34]=[CH:35][C:30]([C:17]2[C:18]([CH3:28])([CH3:29])[C@H:19]3[C@:14]([CH3:40])([CH2:15][CH:16]=2)[C@@H:13]2[C@:22]([CH3:27])([C@@:23]4([CH3:26])[C@H:10]([CH2:11][CH2:12]2)[C@H:9]2[C@H:5]([C:3]([CH2:2][NH:59][CH2:58][CH2:57][N:54]5[CH2:55][CH2:56][O:51][CH2:52][CH2:53]5)=[CH2:4])[CH2:6][CH2:7][C@:8]2([C:41]([OH:43])=[O:42])[CH2:25][CH2:24]4)[CH2:21][CH2:20]3)=[CH:31][CH:32]=1)=[O:37], predict the reactants needed to synthesize it. The reactants are: Br[CH2:2][C:3]([C@H:5]1[C@@H:9]2[C@@H:10]3[C@@:23]([CH3:26])([CH2:24][CH2:25][C@@:8]2([C:41]([O:43][Si](C(C)(C)C)(C)C)=[O:42])[CH2:7][CH2:6]1)[C@@:22]1([CH3:27])[C@@H:13]([C@:14]2([CH3:40])[C@@H:19]([CH2:20][CH2:21]1)[C:18]([CH3:29])([CH3:28])[C:17]([C:30]1[CH:35]=[CH:34][C:33]([C:36]([O:38][CH3:39])=[O:37])=[CH:32][CH:31]=1)=[CH:16][CH2:15]2)[CH2:12][CH2:11]3)=[CH2:4].[O:51]1[CH2:56][CH2:55][N:54]([CH2:57][CH2:58][NH2:59])[CH2:53][CH2:52]1. (4) Given the product [O:8]1[CH2:23][CH2:24][O:25][CH:7]1[C:6]1[CH:5]=[CH:4][C:3]([CH2:9][OH:10])=[CH:2][CH:1]=1, predict the reactants needed to synthesize it. The reactants are: [CH:1]1[C:6]([CH:7]=[O:8])=[CH:5][CH:4]=[C:3]([CH:9]=[O:10])[CH:2]=1.O.C1(C)C=CC(S(O)(=O)=O)=CC=1.[CH2:23](O)[CH2:24][OH:25].[BH4-].[Na+]. (5) Given the product [NH:31]1[C:29](=[O:30])[C:28]2[NH:27][CH:26]=[N:25][C:35]=2[N:34]=[C:32]1[NH2:33], predict the reactants needed to synthesize it. The reactants are: C1N(CCCS(O)(=O)=O)CCOC1.[OH-].[Na+].[C@@H]1([N:25]2[C:35]3[N:34]=[C:32]([NH2:33])[NH:31][C:29](=[O:30])[C:28]=3[N:27]=[CH:26]2)O[C@H](CO)[C@@H](O)[C@H]1O.P(OC[C@H]1O[C@@H](N2C3N=C(N)NC(=O)C=3N=C2)[C@H](O)[C@@H]1O)(O)(O)=O. (6) The reactants are: [C:1]([N:4]1[CH:13]=[CH:12][C:11]2[C:6](=[CH:7][CH:8]=[CH:9][C:10]=2[Br:14])[CH:5]1[CH2:15][C:16]([O:18]C)=O)(=[O:3])[CH3:2].BrC1C=CC=C2C=1C=C[N:25]=C2.C([Si](OC(OC)=C)(C)C)(C)(C)C.Cl. Given the product [Br:14][C:10]1[CH:9]=[CH:8][CH:7]=[C:6]2[C:11]=1[CH2:12][CH2:13][N:4]1[C:1](=[O:3])[CH2:2][NH:25][C:16](=[O:18])[CH:15]=[C:5]12, predict the reactants needed to synthesize it. (7) Given the product [CH2:22]([C:24]1([C:30]2[CH:35]=[CH:34][N:33]=[C:32]([O:36][CH3:37])[C:31]=2[CH:41]=[O:42])[O:29][CH2:28][CH2:27][CH2:26][O:25]1)[CH3:23], predict the reactants needed to synthesize it. The reactants are: BrC1C(C)=CC(C)=CC=1C.C([Li])CCC.CCCCCC.[CH2:22]([C:24]1([C:30]2[CH:35]=[CH:34][N:33]=[C:32]([O:36][CH3:37])[CH:31]=2)[O:29][CH2:28][CH2:27][CH2:26][O:25]1)[CH3:23].CN([CH:41]=[O:42])C. (8) Given the product [Br:3][C:4]1[CH:9]=[CH:8][CH:7]=[CH:6][C:5]=1[C:10]1[N:23]([C:22]2[CH:24]=[CH:25][C:19]([C:15]([CH3:18])([CH3:17])[CH3:16])=[CH:20][CH:21]=2)[CH:12]=[N:13][N:14]=1, predict the reactants needed to synthesize it. The reactants are: N#N.[Br:3][C:4]1[CH:9]=[CH:8][CH:7]=[CH:6][C:5]=1[C:10]1O[CH:12]=[N:13][N:14]=1.[C:15]([C:19]1[CH:25]=[CH:24][C:22]([NH2:23])=[CH:21][CH:20]=1)([CH3:18])([CH3:17])[CH3:16].FC(F)(F)C(O)=O.C([O-])([O-])=O.[Na+].[Na+]. (9) The reactants are: [Cl-].O[NH3+:3].[C:4](=[O:7])([O-])[OH:5].[Na+].CS(C)=O.[CH2:13]([N:20]1[C:25](=[O:26])[C:24]([CH2:27][C:28]2[CH:33]=[CH:32][C:31]([C:34]3[C:35]([C:40]#[N:41])=[CH:36][CH:37]=[CH:38][CH:39]=3)=[CH:30][CH:29]=2)=[C:23]([CH2:42][CH2:43][CH2:44][CH3:45])[N:22]=[C:21]1[CH3:46])[C:14]1[CH:19]=[CH:18][CH:17]=[CH:16][CH:15]=1. Given the product [CH2:13]([N:20]1[C:25](=[O:26])[C:24]([CH2:27][C:28]2[CH:33]=[CH:32][C:31]([C:34]3[CH:39]=[CH:38][CH:37]=[CH:36][C:35]=3[C:40]3[NH:3][C:4](=[O:7])[O:5][N:41]=3)=[CH:30][CH:29]=2)=[C:23]([CH2:42][CH2:43][CH2:44][CH3:45])[N:22]=[C:21]1[CH3:46])[C:14]1[CH:15]=[CH:16][CH:17]=[CH:18][CH:19]=1, predict the reactants needed to synthesize it. (10) Given the product [CH2:20]([O:22][Si:23]([O:27][CH2:28][CH3:29])([O:24][CH2:25][CH3:26])[CH2:3][CH2:2][CH2:1][O:4][CH2:5][C:6]([CH2:15][O:16][CH2:17][CH2:18][CH2:19][Si:23]([O:27][CH2:28][CH3:29])([O:24][CH2:25][CH3:26])[O:22][CH2:20][CH3:21])([CH2:13][CH3:14])[CH2:7][O:8][Si:9]([CH3:12])([CH3:11])[CH3:10])[CH3:21], predict the reactants needed to synthesize it. The reactants are: [CH2:1]([O:4][CH2:5][C:6]([CH2:15][O:16][CH2:17][CH:18]=[CH2:19])([CH2:13][CH3:14])[CH2:7][O:8][Si:9]([CH3:12])([CH3:11])[CH3:10])[CH:2]=[CH2:3].[CH2:20]([O:22][SiH:23]([O:27][CH2:28][CH3:29])[O:24][CH2:25][CH3:26])[CH3:21].